From a dataset of Full USPTO retrosynthesis dataset with 1.9M reactions from patents (1976-2016). Predict the reactants needed to synthesize the given product. Given the product [CH:24]([OH:26])=[O:25].[CH3:1][S:30]([OH:32])(=[O:34])=[O:31].[CH2:1]=[CH:2][C:3]1[CH2:23][S:22][C@@H:6]2[C@H:7]([NH:10][C:11](/[C:13](/[C:16]3[N:20]=[C:19]([NH2:21])[S:18][CH:17]=3)=[N:14]\[OH:15])=[O:12])[C:8](=[O:9])[N:5]2[C:4]=1[C:24]([OH:26])=[O:25], predict the reactants needed to synthesize it. The reactants are: [CH2:1]=[CH:2][C:3]1[CH2:23][S:22][C@@H:6]2[C@H:7]([NH:10][C:11](/[C:13](/[C:16]3[N:20]=[C:19]([NH2:21])[S:18][CH:17]=3)=[N:14]\[OH:15])=[O:12])[C:8](=[O:9])[N:5]2[C:4]=1[C:24]([OH:26])=[O:25].C(O)=O.[S:30](=[O:34])(=O)([OH:32])[OH:31].